Dataset: Forward reaction prediction with 1.9M reactions from USPTO patents (1976-2016). Task: Predict the product of the given reaction. (1) Given the reactants [CH2:1]([C@@H:4]1[O:9][C@H:8]2[C@H:10]3[O:15][C:14]4([CH2:17][CH2:18][C@@H:19]5[O:23][C@@H:22]([CH2:24][CH2:25][C@@H:26]6[O:31][C@H:30]([CH2:32][C@H:33]7[C@H:37]([CH2:38][C:39]([O:41][CH3:42])=[O:40])[C@@H:36]([O:43][CH3:44])[C@@H:35]([CH2:45][C@H:46]([O:56][Si:57]([CH2:62][CH3:63])([CH2:60][CH3:61])[CH2:58][CH3:59])[CH2:47][O:48][Si:49]([CH2:54][CH3:55])([CH2:52][CH3:53])[CH2:50][CH3:51])[O:34]7)[C:29](=[CH2:64])[C@H:28]([CH3:65])[CH2:27]6)[C:21](=[CH2:66])[CH2:20]5)[O:16][C@H:6]([C@@H:7]2[O:12][C@@H:11]3[CH2:13]4)[C@H:5]1[O:67][Si:68]([CH2:73][CH3:74])([CH2:71][CH3:72])[CH2:69][CH3:70])[CH:2]=[CH2:3].C(BC(C(C)C)C)(C(C)C)C.C(BCCC(C)C)CC(C)C.[OH-:97].[Na+].OO.[NH4+].[Cl-], predict the reaction product. The product is: [CH2:58]([Si:57]([CH2:62][CH3:63])([CH2:60][CH3:61])[O:56][C@H:46]([CH2:47][O:48][Si:49]([CH2:50][CH3:51])([CH2:52][CH3:53])[CH2:54][CH3:55])[CH2:45][C@H:35]1[O:34][C@@H:33]([CH2:32][C@@H:30]2[C:29](=[CH2:64])[C@H:28]([CH3:65])[CH2:27][C@H:26]([CH2:25][CH2:24][C@H:22]3[C:21](=[CH2:66])[CH2:20][C@H:19]([CH2:18][CH2:17][C@@:14]45[O:15][C@@H:10]6[C@H:8]7[C@@H:7]([O:12][C@@H:11]6[CH2:13]4)[C@@H:6]([O:16]5)[C@@H:5]([O:67][Si:68]([CH2:71][CH3:72])([CH2:69][CH3:70])[CH2:73][CH3:74])[C@H:4]([CH2:1][CH2:2][CH2:3][OH:97])[O:9]7)[O:23]3)[O:31]2)[C@H:37]([CH2:38][C:39]([O:41][CH3:42])=[O:40])[C@H:36]1[O:43][CH3:44])[CH3:59]. (2) Given the reactants [Cl:1][C:2]1[C:3]([F:29])=[C:4]([CH:26]=[CH:27][CH:28]=1)[C:5]([N:7]1[CH2:12][CH2:11][N:10]([CH2:13][C:14]2[N:19]=[C:18]([NH:20][C:21]3[S:22][CH:23]=[CH:24][N:25]=3)[CH:17]=[CH:16][CH:15]=2)[CH2:9][CH2:8]1)=[O:6].Cl, predict the reaction product. The product is: [ClH:1].[Cl:1][C:2]1[C:3]([F:29])=[C:4]([CH:26]=[CH:27][CH:28]=1)[C:5]([N:7]1[CH2:12][CH2:11][N:10]([CH2:13][C:14]2[N:19]=[C:18]([NH:20][C:21]3[S:22][CH:23]=[CH:24][N:25]=3)[CH:17]=[CH:16][CH:15]=2)[CH2:9][CH2:8]1)=[O:6].